This data is from Forward reaction prediction with 1.9M reactions from USPTO patents (1976-2016). The task is: Predict the product of the given reaction. Given the reactants [N+:1]([C:4]1[CH:9]=[CH:8][C:7](/[CH:10]=[CH:11]\[C:12]2[N:13]=[C:14]([NH:17][C:18](=[O:20])[CH3:19])[S:15][CH:16]=2)=[CH:6][CH:5]=1)([O-])=O.[H][H], predict the reaction product. The product is: [NH2:1][C:4]1[CH:9]=[CH:8][C:7]([CH2:10][CH2:11][C:12]2[N:13]=[C:14]([NH:17][C:18](=[O:20])[CH3:19])[S:15][CH:16]=2)=[CH:6][CH:5]=1.